Task: Predict which catalyst facilitates the given reaction.. Dataset: Catalyst prediction with 721,799 reactions and 888 catalyst types from USPTO Reactant: [CH2:1]([O:3][C:4](=[O:20])[CH2:5][NH:6][C:7]1[CH:12]=[C:11]([CH:13]2[CH2:18][CH2:17][CH2:16][NH:15][CH2:14]2)[CH:10]=[CH:9][C:8]=1[CH3:19])[CH3:2].[F:21][C:22]([F:39])([F:38])[C:23]1[CH:37]=[CH:36][C:26]([CH2:27][O:28][C:29](N2C=CN=C2)=[O:30])=[CH:25][CH:24]=1. Product: [F:21][C:22]([F:38])([F:39])[C:23]1[CH:37]=[CH:36][C:26]([CH2:27][O:28][C:29]([N:15]2[CH2:16][CH2:17][CH2:18][CH:13]([C:11]3[CH:10]=[CH:9][C:8]([CH3:19])=[C:7]([NH:6][CH2:5][C:4]([O:3][CH2:1][CH3:2])=[O:20])[CH:12]=3)[CH2:14]2)=[O:30])=[CH:25][CH:24]=1. The catalyst class is: 11.